This data is from Catalyst prediction with 721,799 reactions and 888 catalyst types from USPTO. The task is: Predict which catalyst facilitates the given reaction. (1) Reactant: [CH3:1][O:2][C:3](=[O:28])[C@H:4]([CH2:24][CH2:25][S:26][CH3:27])[NH:5][C:6](=[O:23])[C:7]1[CH:12]=[CH:11][C:10]([CH2:13][C:14](O)=[O:15])=[CH:9][C:8]=1[C:17]1[CH:22]=[CH:21][CH:20]=[CH:19][CH:18]=1.ON1C(=O)C2C=CC=CC=2N=N1.[NH2:41][C:42]1[CH:47]=[CH:46][CH:45]=[CH:44][N:43]=1.Cl.CN(C)CCCN=C=NCC. Product: [CH3:1][O:2][C:3](=[O:28])[C@H:4]([CH2:24][CH2:25][S:26][CH3:27])[NH:5][C:6](=[O:23])[C:7]1[CH:12]=[CH:11][C:10]([CH2:13][C:14]([NH:41][C:42]2[CH:47]=[CH:46][CH:45]=[CH:44][N:43]=2)=[O:15])=[CH:9][C:8]=1[C:17]1[CH:18]=[CH:19][CH:20]=[CH:21][CH:22]=1. The catalyst class is: 42. (2) Reactant: [F:1][C:2]1[CH:10]=[C:9]([F:11])[CH:8]=[CH:7][C:3]=1[C:4]([OH:6])=O.[CH3:12][C:13]1([CH3:21])[O:18][C:17](=[O:19])[CH2:16][C:15](=[O:20])[O:14]1.CCN=C=NCCCN(C)C.Cl. The catalyst class is: 112. Product: [F:1][C:2]1[CH:10]=[C:9]([F:11])[CH:8]=[CH:7][C:3]=1[C:4]([CH:16]1[C:17](=[O:19])[O:18][C:13]([CH3:21])([CH3:12])[O:14][C:15]1=[O:20])=[O:6]. (3) Reactant: [F:1][C:2]([F:13])([F:12])[C:3]1[C:4]2[CH2:11][O:10][CH2:9][CH2:8][C:5]=2[NH:6][N:7]=1.C(=O)([O-])[O-].[K+].[K+].Br[C:21]1[CH:26]=[CH:25][C:24]([CH2:27][N:28]2[CH2:32][CH2:31][CH2:30][C:29]2=[O:33])=[C:23]([F:34])[CH:22]=1.CN(C)CC(O)=O. Product: [F:34][C:23]1[CH:22]=[C:21]([N:6]2[C:5]3[CH2:8][CH2:9][O:10][CH2:11][C:4]=3[C:3]([C:2]([F:12])([F:1])[F:13])=[N:7]2)[CH:26]=[CH:25][C:24]=1[CH2:27][N:28]1[CH2:32][CH2:31][CH2:30][C:29]1=[O:33]. The catalyst class is: 419. (4) Reactant: Cl.[NH2:2][CH2:3][C:4]([OH:6])=[O:5].[CH2:7](N(CC)CC)C.[C:14](Cl)(=[O:18])[CH2:15][CH2:16][CH3:17]. Product: [CH3:7][O:5][C:4](=[O:6])[CH2:3][NH:2][C:14](=[O:18])[CH2:15][CH2:16][CH3:17]. The catalyst class is: 2. (5) Reactant: [Cl:1][C:2]1[C:3]([C:11]2[CH:12]=[CH:13][C:14]([NH2:17])=[N:15][CH:16]=2)=[CH:4][C:5]2[O:9][CH:8]=[N:7][C:6]=2[CH:10]=1.[Cl:18][C:19]1[CH:27]=[CH:26][CH:25]=[CH:24][C:20]=1[C:21](Cl)=[O:22].CCN(C(C)C)C(C)C.C([O-])(O)=O.[Na+].C(Cl)Cl. Product: [Cl:1][C:2]1[C:3]([C:11]2[CH:12]=[CH:13][C:14]([NH:17][C:21]([C:20]3[CH:24]=[CH:25][CH:26]=[CH:27][C:19]=3[Cl:18])=[O:22])=[N:15][CH:16]=2)=[CH:4][C:5]2[O:9][CH:8]=[N:7][C:6]=2[CH:10]=1. The catalyst class is: 79. (6) Reactant: [NH2:1][C:2]1[CH:25]=[CH:24][C:5]([CH2:6][C:7]2[N:12]=[C:11]([N:13]([CH3:15])[CH3:14])[C:10]([CH2:16][C:17]([O:19][CH3:20])=[O:18])=[C:9]([N:21]([CH3:23])[CH3:22])[N:8]=2)=[CH:4][CH:3]=1.[F:26][C:27]([F:38])([F:37])[C:28]1[CH:36]=[CH:35][C:31]([C:32](Cl)=[O:33])=[CH:30][CH:29]=1.C(N(CC)CC)C. Product: [CH3:23][N:21]([CH3:22])[C:9]1[C:10]([CH2:16][C:17]([O:19][CH3:20])=[O:18])=[C:11]([N:13]([CH3:15])[CH3:14])[N:12]=[C:7]([CH2:6][C:5]2[CH:4]=[CH:3][C:2]([NH:1][C:32](=[O:33])[C:31]3[CH:35]=[CH:36][C:28]([C:27]([F:26])([F:37])[F:38])=[CH:29][CH:30]=3)=[CH:25][CH:24]=2)[N:8]=1. The catalyst class is: 4. (7) Reactant: N12CCCN=C1CCCCC2.Cl.[NH2:13][CH2:14][C:15]1[CH:23]=[CH:22][CH:21]=[C:20]2[C:16]=1[C:17](=[O:33])[N:18]([CH:25]1[CH2:30][CH2:29][C:28](=[O:31])[NH:27][C:26]1=[O:32])[C:19]2=[O:24].[C:34]1([N:40]=[C:41]=[O:42])[CH:39]=[CH:38][CH:37]=[CH:36][CH:35]=1. Product: [O:32]=[C:26]1[CH:25]([N:18]2[C:17](=[O:33])[C:16]3[C:20](=[CH:21][CH:22]=[CH:23][C:15]=3[CH2:14][NH:13][C:41]([NH:40][C:34]3[CH:39]=[CH:38][CH:37]=[CH:36][CH:35]=3)=[O:42])[C:19]2=[O:24])[CH2:30][CH2:29][C:28](=[O:31])[NH:27]1. The catalyst class is: 23. (8) Reactant: [C:1]([N:5]1[C:9]([NH2:10])=[CH:8][C:7]([CH:11]2[CH2:14][CH2:13][CH2:12]2)=[N:6]1)([CH3:4])([CH3:3])[CH3:2].[C:15](OC)(=[O:20])[CH2:16][C:17]([CH3:19])=O. Product: [C:1]([N:5]1[C:9]2[NH:10][C:15](=[O:20])[CH:16]=[C:17]([CH3:19])[C:8]=2[C:7]([CH:11]2[CH2:14][CH2:13][CH2:12]2)=[N:6]1)([CH3:4])([CH3:2])[CH3:3]. The catalyst class is: 15.